This data is from Full USPTO retrosynthesis dataset with 1.9M reactions from patents (1976-2016). The task is: Predict the reactants needed to synthesize the given product. Given the product [CH3:24][N:25]([CH3:20])[C:2](=[O:1])[C@@H:3]([NH:8][C:9](=[O:18])[O:10][CH2:11][C:12]1[CH:13]=[CH:14][CH:15]=[CH:16][CH:17]=1)[C:4]1([OH:7])[CH2:6][CH2:5]1, predict the reactants needed to synthesize it. The reactants are: [OH:1][CH2:2][C@@H:3]([NH:8][C:9](=[O:18])[O:10][CH2:11][C:12]1[CH:17]=[CH:16][CH:15]=[CH:14][CH:13]=1)[C:4]1([OH:7])[CH2:6][CH2:5]1.C[C:20]1(C)[N:25]([O])[C:24](C)(C)CCC1.Cl[O-].[Na+].Cl([O-])=O.[Na+].S([O-])([O-])(=O)=S.[Na+].[Na+].[OH-].[Na+].C(OC(C)C)(C)C.